From a dataset of Reaction yield outcomes from USPTO patents with 853,638 reactions. Predict the reaction yield, written as a fraction of the theoretical maximum amount of product (1.0 means a 100% yield; for example, 0.34 means a 34% yield). (1) The reactants are C([O:3][C:4]([C:6]1([C:9]2[CH:14]=[CH:13][C:12]([C:15]3[CH:20]=[CH:19][C:18]([C:21]4[S:22][C:23]([Cl:40])=[CH:24][C:25]=4[NH:26][C:27]([O:29][C@@H:30]([C:32]4[CH:37]=[C:36]([F:38])[CH:35]=[CH:34][C:33]=4[F:39])[CH3:31])=[O:28])=[CH:17][C:16]=3[O:41][CH3:42])=[CH:11][CH:10]=2)[CH2:8][CH2:7]1)=[O:5])C.O1CCCC1.[OH-].[Na+].Cl. The catalyst is C(O)(C)C. The product is [Cl:40][C:23]1[S:22][C:21]([C:18]2[CH:19]=[CH:20][C:15]([C:12]3[CH:13]=[CH:14][C:9]([C:6]4([C:4]([OH:5])=[O:3])[CH2:8][CH2:7]4)=[CH:10][CH:11]=3)=[C:16]([O:41][CH3:42])[CH:17]=2)=[C:25]([NH:26][C:27]([O:29][C@@H:30]([C:32]2[CH:37]=[C:36]([F:38])[CH:35]=[CH:34][C:33]=2[F:39])[CH3:31])=[O:28])[CH:24]=1. The yield is 0.240. (2) The reactants are [Br:1][C:2]1[CH:3]=[CH:4][CH:5]=[C:6]2[C:11]=1[N:10]=[C:9]([NH:12][C:13]1[CH:18]=[CH:17][CH:16]=C[CH:14]=1)[CH:8]=[CH:7]2.BrC1C=CC=C2C=1[N:28]=C(Cl)C=C2.N1C=CC=C(N)C=1.[Li+].C[Si]([N-][Si](C)(C)C)(C)C. No catalyst specified. The product is [Br:1][C:2]1[CH:3]=[CH:4][CH:5]=[C:6]2[C:11]=1[N:10]=[C:9]([NH:12][C:13]1[CH:14]=[N:28][CH:16]=[CH:17][CH:18]=1)[CH:8]=[CH:7]2. The yield is 0.570. (3) The reactants are C([O:4][CH2:5][CH2:6][O:7][C:8]1[CH:13]=[C:12]([C:14]([NH:16][CH2:17][C:18]2[CH:23]=[CH:22][C:21]([S:24]([CH:27]([CH3:29])[CH3:28])(=[O:26])=[O:25])=[CH:20][CH:19]=2)=[O:15])[C:11](=[O:30])[N:10]([C:31]2[CH:36]=[CH:35][CH:34]=[C:33]([C:37]([F:40])([F:39])[F:38])[CH:32]=2)[C:9]=1[CH3:41])(=O)C.CO.[OH-].[Na+].C(O)(=O)C. The catalyst is O. The product is [OH:4][CH2:5][CH2:6][O:7][C:8]1[CH:13]=[C:12]([C:14]([NH:16][CH2:17][C:18]2[CH:23]=[CH:22][C:21]([S:24]([CH:27]([CH3:29])[CH3:28])(=[O:25])=[O:26])=[CH:20][CH:19]=2)=[O:15])[C:11](=[O:30])[N:10]([C:31]2[CH:36]=[CH:35][CH:34]=[C:33]([C:37]([F:40])([F:38])[F:39])[CH:32]=2)[C:9]=1[CH3:41]. The yield is 0.820.